Task: Regression. Given a target protein amino acid sequence and a drug SMILES string, predict the binding affinity score between them. We predict pIC50 (pIC50 = -log10(IC50 in M); higher means more potent). Dataset: bindingdb_ic50.. Dataset: Drug-target binding data from BindingDB using IC50 measurements (1) The compound is Cc1c(-c2c(S(=O)(=O)c3ccccc3)cnc3ncnn23)c(=O)n(-c2ccccc2)n1C. The target protein sequence is MKTPWRVLLGLLGAAALVTIITVPVVLLNKGTDDATADSRKTYTLTDYLKNTYRLKLYSLRWISDHEYLYKQENNILVFNAEYGNSSVFLENSTFDEFGHSINDYSISPDGQFILLEYNYVKQWRHSYTASYDIYDLNKRQLITEERIPNNTQWVTWSPVGHKLAYVWNNDIYVKIEPNLPSYRITWTGKEDIIYNGITDWVYEEEVFSAYSALWWSPNGTFLAYAQFNDTEVPLIEYSFYSDESLQYPKTVRVPYPKAGAVNPTVKFFVVNTDSLSSVTNATSIQITAPASMLIGDHYLCDVTWATQERISLQWLRRIQNYSVMDICDYDESSGRWNCLVARQHIEMSTTGWVGRFRPSEPHFTLDGNSFYKIISNEEGYRHICYFQIDKKDCTFITKGTWEVIGIEALTSDYLYYISNEYKGMPGGRNLYKIQLSDYTKVTCLSCELNPERCQYYSVSFSKEAKYYQLRCSGPGLPLYTLHSSVNDKGLRVLEDNSAL.... The pIC50 is 7.0. (2) The compound is CC1(C)CC[C@]2(C(=O)O)CC=C3[C@@](C)(CC[C@H]4[C@@]3(C)CC[C@H]3C(C)(C)[C@@H](OC(=O)c5ccc(O)cc5)C[C@@H](O)[C@@]34C)[C@H]2C1. The target protein (P06746) has sequence MSKRKAPQETLNGGITDMLTELANFEKNVSQAIHKYNAYRKAASVIAKYPHKIKSGAEAKKLPGVGTKIAEKIDEFLATGKLRKLEKIRQDDTSSSINFLTRVSGIGPSAARKFVDEGIKTLEDLRKNEDKLNHHQRIGLKYFGDFEKRIPREEMLQMQDIVLNEVKKVDSEYIATVCGSFRRGAESSGDMDVLLTHPSFTSESTKQPKLLHQVVEQLQKVHFITDTLSKGETKFMGVCQLPSKNDEKEYPHRRIDIRLIPKDQYYCGVLYFTGSDIFNKNMRAHALEKGFTINEYTIRPLGVTGVAGEPLPVDSEKDIFDYIQWKYREPKDRSE. The pIC50 is 5.7. (3) The drug is O=C(Cc1ccc(Cl)c(Cl)c1)Nc1ccc(S(=O)(=O)Nc2cccc(O)c2)cc1. The target protein (O15648) has sequence MAVESRSRVTSKLVKAHRAMLNSVTQEDLKVDRLPGADYPNPSKKYSSRTEFRDKTDYIMYNPRPRDEPSSENPVSVSPLLCELAAARSRIHFNPTETTIGIVTCGGICPGLNDVIRSITLTGINVYNVKRVIGFRFGYWGLSKKGSQTAIELHRGRVTNIHHYGGTILGSSRGPQDPKEMVDTLERLGVNILFTVGGDGTQRGALVISQEAKRRGVDISVFGVPKTIDNDLSFSHRTFGFQTAVEKAVQAIRAAYAEAVSANYGVGVVKLMGRDSGFIAAQAAVASAQANICLVPENPISEQEVMSLLERRFCHSRSCVIIVAEGFGQDWGRGSGGYDASGNKKLIDIGVILTEKVKAFLKANKSRYPDSTVKYIDPSYMIRACPPSANDALFCATLATLAVHEAMAGATGCIIAMRHNNYILVPIKVATSVRRVLDLRGQLWRQVREITVDLGSDVRLARKLEIRRELEAINRNRDRLHEELAKL. The pIC50 is 5.8.